Task: Predict the reactants needed to synthesize the given product.. Dataset: Full USPTO retrosynthesis dataset with 1.9M reactions from patents (1976-2016) (1) The reactants are: [CH3:1][C:2]1(C(OC)=O)[CH2:8][CH2:7][CH2:6][C:5]2[CH:9]=[CH:10][CH:11]=[CH:12][C:4]=2[C:3]1=[O:13].Cl. Given the product [CH3:1][CH:2]1[CH2:8][CH2:7][CH2:6][C:5]2[CH:9]=[CH:10][CH:11]=[CH:12][C:4]=2[C:3]1=[O:13], predict the reactants needed to synthesize it. (2) Given the product [O:2]1[C:6]2[CH:7]=[CH:8][CH:9]=[C:10]([CH:11]3[CH2:16][CH2:15][N:14]([CH2:17][CH2:18][C@H:19]4[CH2:20][CH2:21][C@H:22]([NH:25][C:31]([C:27]5([CH3:26])[CH2:30][O:29][CH2:28]5)=[O:32])[CH2:23][CH2:24]4)[CH2:13][CH2:12]3)[C:5]=2[O:4][CH2:3]1, predict the reactants needed to synthesize it. The reactants are: Cl.[O:2]1[C:6]2[CH:7]=[CH:8][CH:9]=[C:10]([CH:11]3[CH2:16][CH2:15][N:14]([CH2:17][CH2:18][C@H:19]4[CH2:24][CH2:23][C@H:22]([NH2:25])[CH2:21][CH2:20]4)[CH2:13][CH2:12]3)[C:5]=2[O:4][CH2:3]1.[CH3:26][C:27]1([C:31](O)=[O:32])[CH2:30][O:29][CH2:28]1. (3) Given the product [NH2:9][C@H:4]1[CH2:5][CH2:6][CH2:7][CH2:8][N:2]([CH3:1])[C:3]1=[O:17], predict the reactants needed to synthesize it. The reactants are: [CH3:1][N:2]1[CH2:8][CH2:7][CH2:6][CH2:5][C@H:4]([NH:9]C(=O)OC(C)(C)C)[C:3]1=[O:17].Cl. (4) Given the product [ClH:27].[C:1]([C:5]1[C:6]([Cl:27])=[C:7]([C:11]2[NH:15][C:14]3[CH:16]=[CH:17][C:18]([C:20]4[CH:25]=[CH:24][CH:23]=[CH:22][C:21]=4[F:26])=[CH:19][C:13]=3[N:12]=2)[N:8]([CH3:10])[N:9]=1)([CH3:4])([CH3:2])[CH3:3], predict the reactants needed to synthesize it. The reactants are: [C:1]([C:5]1[C:6]([Cl:27])=[C:7]([C:11]2[NH:15][C:14]3[CH:16]=[CH:17][C:18]([C:20]4[CH:25]=[CH:24][CH:23]=[CH:22][C:21]=4[F:26])=[CH:19][C:13]=3[N:12]=2)[N:8]([CH3:10])[N:9]=1)([CH3:4])([CH3:3])[CH3:2].Cl.